Dataset: Reaction yield outcomes from USPTO patents with 853,638 reactions. Task: Predict the reaction yield, written as a fraction of the theoretical maximum amount of product (1.0 means a 100% yield; for example, 0.34 means a 34% yield). (1) The reactants are [Cl:1][C:2]1[CH:3]=[C:4]([OH:11])[CH:5]=[C:6]([F:10])[C:7]=1[CH2:8][OH:9].[CH2:12](Br)[C:13]#[CH:14]. No catalyst specified. The product is [Cl:1][C:2]1[CH:3]=[C:4]([O:11][CH2:14][C:13]#[CH:12])[CH:5]=[C:6]([F:10])[C:7]=1[CH2:8][OH:9]. The yield is 0.580. (2) The reactants are C([NH:9][C:10]([NH:12][C:13]1[S:14][C:15]2[C:21]([C:22]3[CH:27]=[CH:26][CH:25]=[CH:24][CH:23]=3)=[CH:20][CH:19]=[C:18]([O:28][CH3:29])[C:16]=2[N:17]=1)=[S:11])(=O)C1C=CC=CC=1.C1COCC1.C[O-].[Na+]. The catalyst is CO. The product is [CH3:29][O:28][C:18]1[C:16]2[N:17]=[C:13]([NH:12][C:10]([NH2:9])=[S:11])[S:14][C:15]=2[C:21]([C:22]2[CH:27]=[CH:26][CH:25]=[CH:24][CH:23]=2)=[CH:20][CH:19]=1. The yield is 0.870. (3) The reactants are [CH2:1]1[C:5]2([CH2:9][CH2:8][CH2:7][CH2:6]2)[CH:4]=[N:3][N:2]1[C:10]([NH:33][CH2:34][CH3:35])=[N:11][S:12]([C:15]1[CH:20]=[CH:19][C:18]([CH2:21][N:22]2C(=O)C3C(=CC=CC=3)C2=O)=[CH:17][CH:16]=1)(=[O:14])=[O:13].O.NN. The catalyst is CCO. The product is [NH2:22][CH2:21][C:18]1[CH:17]=[CH:16][C:15]([S:12]([N:11]=[C:10]([N:2]2[N:3]=[CH:4][C:5]3([CH2:9][CH2:8][CH2:7][CH2:6]3)[CH2:1]2)[NH:33][CH2:34][CH3:35])(=[O:13])=[O:14])=[CH:20][CH:19]=1. The yield is 0.670. (4) The reactants are [CH3:1][C:2]1[S:6][CH:5]=[N:4][C:3]=1[C:7]([O:9]C)=[O:8].[OH-].[Na+].Cl. The catalyst is CO. The product is [CH3:1][C:2]1[S:6][CH:5]=[N:4][C:3]=1[C:7]([OH:9])=[O:8]. The yield is 0.500.